Dataset: Reaction yield outcomes from USPTO patents with 853,638 reactions. Task: Predict the reaction yield, written as a fraction of the theoretical maximum amount of product (1.0 means a 100% yield; for example, 0.34 means a 34% yield). The reactants are [C:1]([C:3]1[CH:4]=[C:5]2[C:10](=[CH:11][C:12]=1[O:13][C:14]1[CH:22]=[CH:21][C:17]([C:18]([OH:20])=O)=[CH:16][CH:15]=1)[O:9][CH2:8][CH2:7][CH:6]2[C:23]([O:25][CH3:26])=[O:24])#[N:2].C(Cl)(=O)C(Cl)=O.C(N(CC)CC)C.[I:40][C:41]1[CH:42]=[C:43]([CH:45]=[CH:46][CH:47]=1)[NH2:44]. The catalyst is ClCCCl.CN(C=O)C. The product is [C:1]([C:3]1[CH:4]=[C:5]2[C:10](=[CH:11][C:12]=1[O:13][C:14]1[CH:15]=[CH:16][C:17]([C:18](=[O:20])[NH:44][C:43]3[CH:45]=[CH:46][CH:47]=[C:41]([I:40])[CH:42]=3)=[CH:21][CH:22]=1)[O:9][CH2:8][CH2:7][CH:6]2[C:23]([O:25][CH3:26])=[O:24])#[N:2]. The yield is 0.910.